The task is: Predict the reaction yield, written as a fraction of the theoretical maximum amount of product (1.0 means a 100% yield; for example, 0.34 means a 34% yield).. This data is from Reaction yield outcomes from USPTO patents with 853,638 reactions. (1) The reactants are [CH2:1]([C@@:4]1([C:17]2[CH:22]=[CH:21][C:20]([F:23])=[CH:19][CH:18]=2)[O:9][C:8](=[O:10])[N:7]([C@H](C(C)(C)C)C)[CH2:6][CH2:5]1)[CH:2]=C.[O:24]=[O+][O-].[BH4-].[Na+]. The catalyst is C(Cl)Cl. The product is [F:23][C:20]1[CH:21]=[CH:22][C:17]([C:4]2([CH2:1][CH2:2][OH:24])[O:9][C:8](=[O:10])[NH:7][CH2:6][CH2:5]2)=[CH:18][CH:19]=1. The yield is 0.580. (2) The reactants are C([O-])=O.[NH4+].C([N:12]1[CH2:17][CH2:16][O:15][CH:14]([CH2:18][OH:19])[CH2:13]1)C1C=CC=CC=1.[C:31]([O:30][C:28](O[C:28]([O:30][C:31]([CH3:34])([CH3:33])[CH3:32])=[O:29])=[O:29])([CH3:34])([CH3:33])[CH3:32].C(N(CC)CC)C. The catalyst is [Pd].CO. The product is [C:31]([O:30][C:28]([N:12]1[CH2:17][CH2:16][O:15][CH:14]([CH2:18][OH:19])[CH2:13]1)=[O:29])([CH3:32])([CH3:33])[CH3:34]. The yield is 0.870. (3) The reactants are CO[C:3](=[O:24])[C:4]1[CH:9]=[CH:8][C:7]([O:10][CH2:11][C:12]2[C:13]([C:18]3[CH:23]=[CH:22][CH:21]=[CH:20][N:19]=3)=[N:14][O:15][C:16]=2[CH3:17])=[N:6][CH:5]=1.[NH:25]1[CH2:30][CH2:29][S:28][CH2:27][CH2:26]1. The yield is 0.890. No catalyst specified. The product is [CH3:17][C:16]1[O:15][N:14]=[C:13]([C:18]2[CH:23]=[CH:22][CH:21]=[CH:20][N:19]=2)[C:12]=1[CH2:11][O:10][C:7]1[N:6]=[CH:5][C:4]([C:3]([N:25]2[CH2:30][CH2:29][S:28][CH2:27][CH2:26]2)=[O:24])=[CH:9][CH:8]=1. (4) The reactants are C([O-])([O-])=O.[Na+].[Na+].[NH2:7][C:8]1[CH:16]=[C:15]([Cl:17])[CH:14]=[CH:13][C:9]=1[C:10]([OH:12])=[O:11].[Cl:18][C:19]1[CH:24]=[CH:23][C:22]([S:25](Cl)(=[O:27])=[O:26])=[CH:21][C:20]=1[C:29]([F:32])([F:31])[F:30].Cl. The catalyst is O.O1CCOCC1. The product is [Cl:17][C:15]1[CH:14]=[CH:13][C:9]([C:10]([OH:12])=[O:11])=[C:8]([NH:7][S:25]([C:22]2[CH:23]=[CH:24][C:19]([Cl:18])=[C:20]([C:29]([F:32])([F:30])[F:31])[CH:21]=2)(=[O:27])=[O:26])[CH:16]=1. The yield is 0.650. (5) The yield is 0.830. The product is [NH2:14][C:3]1[CH:4]=[C:5]([CH:9]=[C:10]([N+:11]([O-:13])=[O:12])[C:2]=1[CH3:1])[C:6]([OH:8])=[O:7]. The catalyst is CO. The reactants are [CH3:1][C:2]1[C:10]([N+:11]([O-:13])=[O:12])=[CH:9][C:5]([C:6]([OH:8])=[O:7])=[CH:4][C:3]=1[N+:14]([O-])=O.S.[Na].O.Cl. (6) The reactants are [Cl:1][C:2]1[C:3]([OH:12])=[C:4]([O:10][CH3:11])[CH:5]=[C:6]([CH:9]=1)[CH:7]=[O:8].C([O-])([O-])=O.[K+].[K+].[CH2:19]([O:21][C:22](=[O:25])[CH2:23]Br)[CH3:20].C(O)C. The catalyst is CC(C)=O. The product is [Cl:1][C:2]1[CH:9]=[C:6]([CH:7]=[O:8])[CH:5]=[C:4]([O:10][CH3:11])[C:3]=1[O:12][CH2:23][C:22]([O:21][CH2:19][CH3:20])=[O:25]. The yield is 0.450.